Dataset: Forward reaction prediction with 1.9M reactions from USPTO patents (1976-2016). Task: Predict the product of the given reaction. (1) Given the reactants [OH:1][C:2]1[CH:7]=[C:6]([O:8][CH3:9])[CH:5]=[CH:4][C:3]=1[C:10]([C:12]1[CH:17]=[CH:16][C:15]([O:18][CH2:19][C:20]2[N:21]=[C:22]([C:26]3[CH:31]=[CH:30][CH:29]=[CH:28][CH:27]=3)[O:23][C:24]=2[CH3:25])=[CH:14][CH:13]=1)=[O:11].Br[C:33]([CH3:42])([CH3:41])[C:34]([O:36]C(C)(C)C)=[O:35].C(=O)([O-])[O-].[K+].[K+].S([O-])([O-])(=O)=O.[Mg+2], predict the reaction product. The product is: [CH3:9][O:8][C:6]1[CH:5]=[CH:4][C:3]([C:10](=[O:11])[C:12]2[CH:13]=[CH:14][C:15]([O:18][CH2:19][C:20]3[N:21]=[C:22]([C:26]4[CH:27]=[CH:28][CH:29]=[CH:30][CH:31]=4)[O:23][C:24]=3[CH3:25])=[CH:16][CH:17]=2)=[C:2]([CH:7]=1)[O:1][C:33]([CH3:42])([CH3:41])[C:34]([OH:36])=[O:35]. (2) Given the reactants [Cl:1][C:2]1[C:11]2[C:6](=[CH:7][CH:8]=[C:9](I)[CH:10]=2)[N:5]=[CH:4][CH:3]=1.C(=O)([O-])[O-].[Na+].[Na+].[O:19]1[CH2:24][CH2:23][CH:22]([SH:25])[CH2:21][CH2:20]1, predict the reaction product. The product is: [Cl:1][C:2]1[C:11]2[C:6](=[CH:7][CH:8]=[C:9]([S:25][CH:22]3[CH2:23][CH2:24][O:19][CH2:20][CH2:21]3)[CH:10]=2)[N:5]=[CH:4][CH:3]=1.